Dataset: Full USPTO retrosynthesis dataset with 1.9M reactions from patents (1976-2016). Task: Predict the reactants needed to synthesize the given product. (1) Given the product [NH2:1][C:2]1[C:3]([C:9]([NH:11][C:12]2[CH:13]=[N:14][CH:15]=[CH:16][CH:17]=2)=[O:10])=[N:4][C:5]([C:29]2[O:28][CH:32]=[CH:31][CH:30]=2)=[CH:6][N:7]=1, predict the reactants needed to synthesize it. The reactants are: [NH2:1][C:2]1[C:3]([C:9]([NH:11][C:12]2[CH:13]=[N:14][CH:15]=[CH:16][CH:17]=2)=[O:10])=[N:4][C:5](Br)=[CH:6][N:7]=1.C(=O)([O-])[O-].[Na+].[Na+].C(Cl)Cl.O.[O:28]1[CH2:32][CH2:31][CH2:30][CH2:29]1. (2) Given the product [NH4+:6].[OH-:28].[CH3:38][N:39]([CH3:40])[C:35]([C:3]1[C:4]2[N:8]([C:9]3[CH:10]=[CH:11][CH:12]=[CH:13][CH:14]=3)[C:7]([CH:15]([NH:17][C:18]3[N:26]=[CH:25][N:24]=[C:23]4[C:19]=3[N:20]=[CH:21][NH:22]4)[CH3:16])=[N:6][C:5]=2[CH:33]=[CH:34][C:2]=1[F:1])=[O:37], predict the reactants needed to synthesize it. The reactants are: [F:1][C:2]1[CH:34]=[CH:33][C:5]2[N:6]=[C:7]([C@@H:15]([NH:17][C:18]3[N:26]=[CH:25][N:24]=[C:23]4[C:19]=3[N:20]=[CH:21][N:22]4C3CCCC[O:28]3)[CH3:16])[N:8]([C:9]3[CH:14]=[CH:13][CH:12]=[CH:11][CH:10]=3)[C:4]=2[C:3]=1[C:35]([OH:37])=O.[CH3:38][N:39](C(ON1N=NC2C=CC=NC1=2)=[N+](C)C)[CH3:40].F[P-](F)(F)(F)(F)F.CNC.CCN(C(C)C)C(C)C. (3) Given the product [F:12][C:11]([F:14])([F:13])[C:8]1[CH:9]=[CH:10][C:5]([C:4]2[NH:28][C:1](=[O:23])[O:2][CH:3]=2)=[CH:6][CH:7]=1, predict the reactants needed to synthesize it. The reactants are: [C:1](=[O:23])(OC1C=CC=CC=1)[O:2][CH2:3][C:4](=O)[C:5]1[CH:10]=[CH:9][C:8]([C:11]([F:14])([F:13])[F:12])=[CH:7][CH:6]=1.C([O-])(=O)C.[NH4+:28]. (4) Given the product [CH3:29][O:28][C:22]1[CH:21]=[C:20]([CH:25]=[CH:24][C:23]=1[O:26][CH3:27])[CH2:19][C:16]1[NH:15][C:14](=[O:30])[C:13]2=[C:12]([CH3:31])[N:11]=[C:10]([CH:4]([CH:1]([OH:3])[CH3:2])[CH2:5][CH2:6][CH2:7][CH:8]=[CH2:9])[N:18]2[N:17]=1, predict the reactants needed to synthesize it. The reactants are: [C:1]([CH:4]([C:10]1[N:18]2[C:13]([C:14](=[O:30])[NH:15][C:16]([CH2:19][C:20]3[CH:25]=[CH:24][C:23]([O:26][CH3:27])=[C:22]([O:28][CH3:29])[CH:21]=3)=[N:17]2)=[C:12]([CH3:31])[N:11]=1)[CH2:5][CH2:6][CH2:7][CH:8]=[CH2:9])(=[O:3])[CH3:2].[BH4-].[Na+]. (5) Given the product [Br:1][C:2]1[CH:3]=[C:4]2[C:9](=[CH:10][CH:11]=1)[C:8](=[O:12])[NH:7][C:6](=[O:13])/[C:5]/2=[CH:14]\[NH:30][CH2:29][CH2:28][CH2:27][N:22]1[CH2:26][CH2:25][CH2:24][CH2:23]1, predict the reactants needed to synthesize it. The reactants are: [Br:1][C:2]1[CH:3]=[C:4]2[C:9](=[CH:10][CH:11]=1)[C:8](=[O:12])[NH:7][C:6](=[O:13])[C:5]2=[CH:14]OC.CN(C)C=O.[N:22]1([CH2:27][CH2:28][CH2:29][NH2:30])[CH2:26][CH2:25][CH2:24][CH2:23]1. (6) Given the product [CH2:39]([O:38][C:37]([C:36]12[CH2:5][CH:9]1[CH2:8][N:7]([S:10]([C:13]1[CH:18]=[CH:17][C:16]([CH3:19])=[CH:15][CH:14]=1)(=[O:12])=[O:11])[CH:6]2[C:20]1[CH:21]=[CH:22][CH:23]=[CH:24][CH:25]=1)=[O:29])[CH3:35], predict the reactants needed to synthesize it. The reactants are: COC([C:5]1[CH:6]([C:20]2[CH:25]=[CH:24][CH:23]=[CH:22][CH:21]=2)[N:7]([S:10]([C:13]2[CH:18]=[CH:17][C:16]([CH3:19])=[CH:15][CH:14]=2)(=[O:12])=[O:11])[CH2:8][CH:9]=1)=O.[I-].C[S+](C)(C)=[O:29].[H-].[Na+].O.[CH2:35]1[CH2:39][O:38][CH2:37][CH2:36]1. (7) Given the product [C:23]([O:25][CH3:26])(=[O:24])[CH2:22][CH2:21][CH2:20][CH2:19][CH2:18][CH2:17][CH2:16][CH2:15][CH2:2][CH2:1][OH:5], predict the reactants needed to synthesize it. The reactants are: [C:1](Cl)(=[O:5])[C:2](Cl)=O.CS(C)=O.OCCC[CH2:15][CH2:16][CH2:17][CH2:18][CH2:19][CH2:20][CH2:21][CH2:22][C:23]([O:25][CH3:26])=[O:24].C(N(CC)CC)C. (8) Given the product [Cl:1][C:2]1[CH:10]=[CH:9][CH:8]=[C:7]2[C:3]=1[CH2:4][CH2:5][CH:6]2[NH:11][C:16]1[S:17][CH2:13][CH2:14][N:15]=1, predict the reactants needed to synthesize it. The reactants are: [Cl:1][C:2]1[CH:10]=[CH:9][CH:8]=[C:7]2[C:3]=1[CH2:4][CH2:5][CH:6]2[NH2:11].Cl[CH2:13][CH2:14][N:15]=[C:16]=[S:17]. (9) Given the product [CH3:25][O:24][C:20]1[CH:19]=[C:18]([CH:23]=[CH:22][CH:21]=1)[CH2:17][C:14]1[O:13][C:12]([NH:11][C:8]2[CH:9]=[C:10]3[C:5](=[CH:6][CH:7]=2)[NH:4][N:3]=[C:2]3[CH:33]=[CH2:34])=[N:16][N:15]=1, predict the reactants needed to synthesize it. The reactants are: I[C:2]1[C:10]2[C:5](=[CH:6][CH:7]=[C:8]([NH:11][C:12]3[O:13][C:14]([CH2:17][C:18]4[CH:23]=[CH:22][CH:21]=[C:20]([O:24][CH3:25])[CH:19]=4)=[N:15][N:16]=3)[CH:9]=2)[N:4](C(OC(C)(C)C)=O)[N:3]=1.[CH:33](B(OCCCC)OCCCC)=[CH2:34].[OH-].[Ba+2].[OH-].COCCOC. (10) Given the product [F:1][C:2]1[CH:11]=[CH:10][CH:9]=[C:8]2[C:3]=1[C:4](=[O:25])[C:5]([C:20]([OH:22])=[O:21])=[CH:6][N:7]2[CH2:12][C:13]1[CH:14]=[CH:15][C:16]([N:26]2[CH2:30][CH2:29][CH2:28][C:27]2=[O:31])=[CH:17][CH:18]=1, predict the reactants needed to synthesize it. The reactants are: [F:1][C:2]1[CH:11]=[CH:10][CH:9]=[C:8]2[C:3]=1[C:4](=[O:25])[C:5]([C:20]([O:22]CC)=[O:21])=[CH:6][N:7]2[CH2:12][C:13]1[CH:18]=[CH:17][C:16](I)=[CH:15][CH:14]=1.[NH:26]1[CH2:30][CH2:29][CH2:28][C:27]1=[O:31].OC1C=CC=C2C=1N=CC=C2.C(=O)([O-])[O-].[K+].[K+].[OH-].[Na+].Cl.